Dataset: Reaction yield outcomes from USPTO patents with 853,638 reactions. Task: Predict the reaction yield, written as a fraction of the theoretical maximum amount of product (1.0 means a 100% yield; for example, 0.34 means a 34% yield). (1) The reactants are [CH3:1][C:2]1[CH:11]=[CH:10][C:9]2[C:4](=[CH:5][CH:6]=[CH:7][C:8]=2[N:12]2[CH2:17][CH2:16][N:15]([CH2:18][CH:19]([C:21]3[CH:26]=[CH:25][CH:24]=[C:23]([N+:27]([O-])=O)[CH:22]=3)[CH3:20])[CH2:14][CH2:13]2)[N:3]=1.[Cl-].[NH4+]. The catalyst is CO.O.[Fe]. The product is [CH3:20][CH:19]([C:21]1[CH:22]=[C:23]([CH:24]=[CH:25][CH:26]=1)[NH2:27])[CH2:18][N:15]1[CH2:14][CH2:13][N:12]([C:8]2[CH:7]=[CH:6][CH:5]=[C:4]3[C:9]=2[CH:10]=[CH:11][C:2]([CH3:1])=[N:3]3)[CH2:17][CH2:16]1. The yield is 0.600. (2) The reactants are [OH:1][C@@H:2]1[CH2:5][C@H:4]([CH:6]([NH:8][C:9]([C:11]2[C:19]3[C:14](=[N:15][CH:16]=[C:17]([C:20]4[C:28]5[C:23](=[CH:24][C:25]([F:29])=[CH:26][CH:27]=5)[N:22]([CH3:30])[N:21]=4)[N:18]=3)[N:13]([CH2:31][O:32][CH2:33][CH2:34][Si:35]([CH3:38])([CH3:37])[CH3:36])[CH:12]=2)=[O:10])[CH3:7])[CH2:3]1.[N+:39]([C:42]1[CH:50]=[CH:49][C:45]([C:46](O)=[O:47])=[CH:44][CH:43]=1)([O-:41])=[O:40].C1(P(C2C=CC=CC=2)C2C=CC=CC=2)C=CC=CC=1.N(C(OCC)=O)=NC(OCC)=O. The catalyst is C1COCC1.C(Cl)Cl. The product is [F:29][C:25]1[CH:24]=[C:23]2[C:28]([C:20]([C:17]3[N:18]=[C:19]4[C:11]([C:9]([NH:8][CH:6]([C@H:4]5[CH2:3][C@H:2]([O:1][C:46](=[O:47])[C:45]6[CH:44]=[CH:43][C:42]([N+:39]([O-:41])=[O:40])=[CH:50][CH:49]=6)[CH2:5]5)[CH3:7])=[O:10])=[CH:12][N:13]([CH2:31][O:32][CH2:33][CH2:34][Si:35]([CH3:37])([CH3:36])[CH3:38])[C:14]4=[N:15][CH:16]=3)=[N:21][N:22]2[CH3:30])=[CH:27][CH:26]=1. The yield is 0.980. (3) The reactants are [OH:1][C:2]1[C:3]([C:11]2([CH2:32]O)[C:19]3[C:14](=[CH:15][CH:16]=[CH:17][CH:18]=3)[N:13]([CH2:20][C:21]3[CH:22]=[C:23]([CH:28]=[CH:29][CH:30]=3)[C:24]([O:26][CH3:27])=[O:25])[C:12]2=[O:31])=[CH:4][C:5]2[O:9][CH2:8][O:7][C:6]=2[CH:10]=1.C1(CCN2C3C(=CC=CC=3)C(C3C(O)=CC4OCOC=4C=3)(CO)C2=O)CC1. No catalyst specified. The product is [O:31]=[C:12]1[C:11]2([C:3]3=[CH:4][C:5]4[O:9][CH2:8][O:7][C:6]=4[CH:10]=[C:2]3[O:1][CH2:32]2)[C:19]2[C:14](=[CH:15][CH:16]=[CH:17][CH:18]=2)[N:13]1[CH2:20][C:21]1[CH:22]=[C:23]([CH:28]=[CH:29][CH:30]=1)[C:24]([O:26][CH3:27])=[O:25]. The yield is 0.730. (4) The reactants are [CH:1]1([CH2:4][O:5][C:6]2[CH:7]=[C:8]([CH:12]=[CH:13][C:14]=2[N:15]([CH2:20][CH2:21][N:22]2[CH2:27][CH2:26][N:25]([CH3:28])[CH2:24][CH2:23]2)[S:16]([CH3:19])(=[O:18])=[O:17])[C:9]([O-:11])=[O:10])[CH2:3][CH2:2]1.[Li+].C(Cl)CCl.O[CH2:35][C:36]([O:38][CH2:39][C:40]1[CH:45]=[CH:44][CH:43]=[CH:42][CH:41]=1)=[O:37]. The catalyst is C(Cl)Cl.CN(C1C=CN=CC=1)C. The product is [CH:1]1([CH2:4][O:5][C:6]2[CH:7]=[C:8]([CH:12]=[CH:13][C:14]=2[N:15]([CH2:20][CH2:21][N:22]2[CH2:23][CH2:24][N:25]([CH3:28])[CH2:26][CH2:27]2)[S:16]([CH3:19])(=[O:17])=[O:18])[C:9]([O:11][CH2:35][C:36]([O:38][CH2:39][C:40]2[CH:45]=[CH:44][CH:43]=[CH:42][CH:41]=2)=[O:37])=[O:10])[CH2:3][CH2:2]1. The yield is 0.760. (5) The reactants are [NH2:1][C:2]1[C:3]([F:16])=[C:4]([NH:9][S:10]([CH2:13][CH2:14][CH3:15])(=[O:12])=[O:11])[CH:5]=[CH:6][C:7]=1[F:8].[N:17]1[C:26]2[C:21](=[CH:22][CH:23]=[CH:24][CH:25]=2)[CH:20]=[C:19]([CH:27]=O)[CH:18]=1.FC(F)(F)C(O)=O.C([SiH](CC)CC)C. The catalyst is C(#N)C. The product is [F:16][C:3]1[C:2]([NH:1][CH2:27][C:19]2[CH:18]=[N:17][C:26]3[C:21]([CH:20]=2)=[CH:22][CH:23]=[CH:24][CH:25]=3)=[C:7]([F:8])[CH:6]=[CH:5][C:4]=1[NH:9][S:10]([CH2:13][CH2:14][CH3:15])(=[O:12])=[O:11]. The yield is 0.290.